Dataset: Reaction yield outcomes from USPTO patents with 853,638 reactions. Task: Predict the reaction yield, written as a fraction of the theoretical maximum amount of product (1.0 means a 100% yield; for example, 0.34 means a 34% yield). (1) The reactants are [N:1]1([CH:7]2[CH2:12][CH2:11][N:10]([C:13]([C:15]3[CH:16]=[C:17]4[C:21](=[CH:22][CH:23]=3)[NH:20][C:19]([C:24]([N:26]3[CH2:31][CH2:30][C:29]([F:33])([F:32])[CH2:28][CH2:27]3)=[O:25])=[CH:18]4)=[O:14])[CH2:9][CH2:8]2)[CH2:6][CH2:5][CH2:4][CH2:3][CH2:2]1.[H-].[Na+].Br[CH:37]([CH3:39])[CH3:38]. The catalyst is CN(C)C=O. The product is [N:1]1([CH:7]2[CH2:12][CH2:11][N:10]([C:13]([C:15]3[CH:16]=[C:17]4[C:21](=[CH:22][CH:23]=3)[N:20]([CH:37]([CH3:39])[CH3:38])[C:19]([C:24]([N:26]3[CH2:31][CH2:30][C:29]([F:33])([F:32])[CH2:28][CH2:27]3)=[O:25])=[CH:18]4)=[O:14])[CH2:9][CH2:8]2)[CH2:2][CH2:3][CH2:4][CH2:5][CH2:6]1. The yield is 0.620. (2) The reactants are [Br:1][C:2]1[C:3]([Cl:10])=[C:4]([NH2:9])[C:5]([NH2:8])=[CH:6][CH:7]=1.[OH-].[Na+].[CH:13](O)=O. No catalyst specified. The product is [Br:1][C:2]1[CH:7]=[CH:6][C:5]2[NH:8][CH:13]=[N:9][C:4]=2[C:3]=1[Cl:10]. The yield is 0.780. (3) The reactants are [C:1]([C:3]1[CH:4]=[C:5]([S:9]([O-:11])=[O:10])[CH:6]=[CH:7][CH:8]=1)#[N:2].[Na+].[Cl:13][C:14]1[C:19]2[O:20][C:21]3[CH2:26][CH2:25][N:24]([C:27]([O:29][C:30]([CH3:33])([CH3:32])[CH3:31])=[O:28])[CH2:23][C:22]=3[C:18]=2[CH:17]=[C:16](Br)[CH:15]=1. No catalyst specified. The product is [Cl:13][C:14]1[C:19]2[O:20][C:21]3[CH2:26][CH2:25][N:24]([C:27]([O:29][C:30]([CH3:33])([CH3:32])[CH3:31])=[O:28])[CH2:23][C:22]=3[C:18]=2[CH:17]=[C:16]([S:9]([C:5]2[CH:6]=[CH:7][CH:8]=[C:3]([C:1]#[N:2])[CH:4]=2)(=[O:11])=[O:10])[CH:15]=1. The yield is 0.120. (4) The reactants are [NH:1]1[C:9]2[C:4](=[CH:5][CH:6]=[CH:7][CH:8]=2)[C:3]2([C:13]3=[CH:14][C:15]4[O:19][CH2:18][O:17][C:16]=4[CH:20]=[C:12]3[O:11][CH2:10]2)[C:2]1=[O:21].C(=O)([O-])[O-].[Cs+].[Cs+].Br[CH2:29][C:30]1[O:34][C:33]([C:35]([F:38])([F:37])[F:36])=[C:32]([C:39]([O:41][CH2:42][CH3:43])=[O:40])[CH:31]=1. The catalyst is CC(=O)CC. The product is [O:21]=[C:2]1[C:3]2([C:13]3=[CH:14][C:15]4[O:19][CH2:18][O:17][C:16]=4[CH:20]=[C:12]3[O:11][CH2:10]2)[C:4]2[C:9](=[CH:8][CH:7]=[CH:6][CH:5]=2)[N:1]1[CH2:29][C:30]1[O:34][C:33]([C:35]([F:38])([F:36])[F:37])=[C:32]([C:39]([O:41][CH2:42][CH3:43])=[O:40])[CH:31]=1. The yield is 0.610. (5) The reactants are COP([CH2:7][C:8](=[O:16])[C:9]([F:15])([F:14])[CH2:10][CH2:11][CH2:12][CH3:13])(=O)OC.[H-].[Li+].[O:19]=[C:20]1[O:24][C@H:23]2[CH2:25][C@@H:26]([O:30][C:31]([C:33]3[CH:38]=[CH:37][CH:36]=[CH:35][CH:34]=3)=[O:32])[C@H:27]([CH:28]=O)[C@H:22]2[CH2:21]1.O. The catalyst is COC(C)(C)C. The product is [F:15][C:9]([F:14])([CH2:10][CH2:11][CH2:12][CH3:13])[C:8](=[O:16])/[CH:7]=[CH:28]/[C@@H:27]1[C@@H:22]2[C@@H:23]([O:24][C:20](=[O:19])[CH2:21]2)[CH2:25][C@H:26]1[O:30][C:31]([C:33]1[CH:38]=[CH:37][CH:36]=[CH:35][CH:34]=1)=[O:32]. The yield is 0.0480.